From a dataset of Reaction yield outcomes from USPTO patents with 853,638 reactions. Predict the reaction yield, written as a fraction of the theoretical maximum amount of product (1.0 means a 100% yield; for example, 0.34 means a 34% yield). (1) The reactants are [CH:1]([C:4]1[C:8]([CH2:9][CH2:10][CH2:11][OH:12])=[CH:7][N:6]([C:13]2[CH:18]=[CH:17][C:16]([C:19]([F:22])([F:21])[F:20])=[CH:15][N:14]=2)[N:5]=1)([CH3:3])[CH3:2].[C:23]([C:25]1[C:26](O)=[C:27]([CH2:31][C:32]([O:34][CH3:35])=[O:33])[CH:28]=[CH:29][CH:30]=1)#[N:24].C(P(CCCC)CCCC)CCC.N(C(N1CCCCC1)=O)=NC(N1CCCCC1)=O. The catalyst is O1CCCC1. The product is [C:23]([C:25]1[C:26]([O:12][CH2:11][CH2:10][CH2:9][C:8]2[C:4]([CH:1]([CH3:3])[CH3:2])=[N:5][N:6]([C:13]3[CH:18]=[CH:17][C:16]([C:19]([F:21])([F:20])[F:22])=[CH:15][N:14]=3)[CH:7]=2)=[C:27]([CH2:31][C:32]([O:34][CH3:35])=[O:33])[CH:28]=[CH:29][CH:30]=1)#[N:24]. The yield is 0.750. (2) The reactants are [F:1][C:2]1[CH:16]=[CH:15][C:5]([CH2:6][NH:7]C(=O)OC(C)(C)C)=[C:4]([C:17](=[O:20])[NH:18][CH3:19])[CH:3]=1.[C:21]([C:25]([OH:27])=[O:26])([F:24])([F:23])[F:22]. The catalyst is C(Cl)Cl. The product is [F:22][C:21]([F:24])([F:23])[C:25]([OH:27])=[O:26].[NH2:7][CH2:6][C:5]1[CH:15]=[CH:16][C:2]([F:1])=[CH:3][C:4]=1[C:17]([NH:18][CH3:19])=[O:20]. The yield is 0.990. (3) The reactants are O.O=[C:3]1[NH:8][N:7]=[C:6]([C:9]([OH:11])=O)[CH:5]=[CH:4]1.CN(C)C=O.S(Cl)([Cl:19])=O.[CH3:21][CH:22]([CH3:26])[CH2:23][CH2:24][NH2:25]. The catalyst is C(Cl)(Cl)Cl.ClCCl.C(N(CC)CC)C. The product is [CH3:21][CH:22]([CH3:26])[CH2:23][CH2:24][NH:25][C:9]([C:6]1[N:7]=[N:8][C:3]([Cl:19])=[CH:4][CH:5]=1)=[O:11]. The yield is 0.980. (4) The yield is 0.630. The product is [C:21]([N:18]1[CH2:17][CH2:16][C:15]2([CH2:10][C:9](=[O:11])[C:4]3[C:5](=[CH:6][CH:7]=[C:2]([Cl:1])[C:3]=3[O:12][CH3:13])[O:8]2)[CH2:20][CH2:19]1)([O:23][C:24]([CH3:27])([CH3:26])[CH3:25])=[O:22]. The catalyst is CO. The reactants are [Cl:1][C:2]1[C:3]([O:12][CH3:13])=[C:4]([C:9](=[O:11])[CH3:10])[C:5]([OH:8])=[CH:6][CH:7]=1.O=[C:15]1[CH2:20][CH2:19][N:18]([C:21]([O:23][C:24]([CH3:27])([CH3:26])[CH3:25])=[O:22])[CH2:17][CH2:16]1.N1CCCC1. (5) The reactants are [Br:1][C:2]1[C:3]([CH3:8])=[N:4][CH:5]=[CH:6][CH:7]=1.C1C(=O)N([Br:16])C(=O)C1.C(OOC(=O)C1C=CC=CC=1)(=O)C1C=CC=CC=1. The catalyst is C(Cl)(Cl)(Cl)Cl. The product is [Br:1][C:2]1[C:3]([CH2:8][Br:16])=[N:4][CH:5]=[CH:6][CH:7]=1. The yield is 0.450. (6) The reactants are N1C=CC=[CH:3][C:2]=1[S:7][S:8][C:9]1[CH:14]=[CH:13][CH:12]=[CH:11][N:10]=1.Cl.[NH2:16]CCS. The catalyst is CO.C(O)(=O)C. The product is [N:10]1[CH:11]=[CH:12][CH:13]=[CH:14][C:9]=1[S:8][S:7][CH2:2][CH2:3][NH2:16]. The yield is 0.740. (7) The catalyst is C(Cl)Cl.N1C=CC=CC=1.CN(C=O)C. The reactants are [O:1]1[CH2:5][CH2:4][CH:3]([C:6]([OH:8])=O)[CH2:2]1.C(Cl)(=O)C(Cl)=O.[NH2:15][CH2:16][C:17]1[CH:18]=[C:19]([C:23]2[CH:24]=[C:25]3[C:29](=[C:30]([C:32]([NH2:34])=[O:33])[CH:31]=2)[NH:28][CH:27]=[C:26]3[CH:35]2[CH2:40][CH2:39][N:38]([S:41]([CH2:44][CH3:45])(=[O:43])=[O:42])[CH2:37][CH2:36]2)[CH:20]=[CH:21][CH:22]=1.CCN(C(C)C)C(C)C. The product is [CH2:44]([S:41]([N:38]1[CH2:39][CH2:40][CH:35]([C:26]2[C:25]3[C:29](=[C:30]([C:32]([NH2:34])=[O:33])[CH:31]=[C:23]([C:19]4[CH:20]=[CH:21][CH:22]=[C:17]([CH2:16][NH:15][C:6]([CH:3]5[CH2:4][CH2:5][O:1][CH2:2]5)=[O:8])[CH:18]=4)[CH:24]=3)[NH:28][CH:27]=2)[CH2:36][CH2:37]1)(=[O:43])=[O:42])[CH3:45]. The yield is 0.100. (8) The reactants are [BH4-].[Na+].[CH3:3][C:4]1[O:8][C:7]([C:9]2[CH:14]=[CH:13][CH:12]=[CH:11][CH:10]=2)=[N:6][C:5]=1[CH2:15][CH2:16][O:17][C:18]1[CH:25]=[CH:24][C:21]([CH:22]=[O:23])=[CH:20][N:19]=1. The catalyst is CO. The product is [CH3:3][C:4]1[O:8][C:7]([C:9]2[CH:14]=[CH:13][CH:12]=[CH:11][CH:10]=2)=[N:6][C:5]=1[CH2:15][CH2:16][O:17][C:18]1[N:19]=[CH:20][C:21]([CH2:22][OH:23])=[CH:24][CH:25]=1. The yield is 1.00.